This data is from TCR-epitope binding with 47,182 pairs between 192 epitopes and 23,139 TCRs. The task is: Binary Classification. Given a T-cell receptor sequence (or CDR3 region) and an epitope sequence, predict whether binding occurs between them. (1) The epitope is SEPVLKGVKL. The TCR CDR3 sequence is CASSPSPAGVSEQFF. Result: 0 (the TCR does not bind to the epitope). (2) The epitope is FLYNLLTRV. The TCR CDR3 sequence is CASSLYRGRYEQYF. Result: 0 (the TCR does not bind to the epitope). (3) The epitope is KRWIILGLNK. The TCR CDR3 sequence is CASSFRLAGGGNEQFF. Result: 0 (the TCR does not bind to the epitope). (4) The epitope is SLVKPSFYV. The TCR CDR3 sequence is CASSDSRRGTGTYEQYF. Result: 0 (the TCR does not bind to the epitope). (5) The epitope is HTTDPSFLGRY. The TCR CDR3 sequence is CASSEYPGSRSYTF. Result: 0 (the TCR does not bind to the epitope). (6) The epitope is DPFRLLQNSQVFS. The TCR CDR3 sequence is CASRVAGVTGELFF. Result: 1 (the TCR binds to the epitope).